From a dataset of Full USPTO retrosynthesis dataset with 1.9M reactions from patents (1976-2016). Predict the reactants needed to synthesize the given product. (1) Given the product [CH3:13][O:14][C:15](=[O:28])[CH2:16][N:17]([S:2](=[O:4])(=[O:3])[NH:5][C:6]([O:12][C:8]([CH3:11])([CH3:10])[CH3:9])=[O:7])[C:18]1[CH:23]=[CH:22][C:21]([O:24][CH3:25])=[CH:20][C:19]=1[O:26][CH3:27], predict the reactants needed to synthesize it. The reactants are: Cl[S:2]([N:5]=[C:6]=[O:7])(=[O:4])=[O:3].[C:8]([OH:12])([CH3:11])([CH3:10])[CH3:9].[CH3:13][O:14][C:15](=[O:28])[CH2:16][NH:17][C:18]1[CH:23]=[CH:22][C:21]([O:24][CH3:25])=[CH:20][C:19]=1[O:26][CH3:27]. (2) Given the product [CH2:1]([N:8]([CH2:46][CH:47]([CH3:49])[CH3:48])[C:9]1[CH:14]=[CH:13][C:12]([C:15]2[CH:20]=[CH:19][CH:18]=[CH:17][C:16]=2[C:21]2[NH:22][N:23]=[N:24][N:25]=2)=[CH:11][C:10]=1[NH:45][C:50]([NH:8][C:9]1[CH:14]=[CH:13][C:12]([CH3:15])=[CH:11][CH:10]=1)=[O:56])[C:2]1[CH:3]=[CH:4][CH:5]=[CH:6][CH:7]=1, predict the reactants needed to synthesize it. The reactants are: [CH2:1]([N:8]([CH2:46][CH:47]([CH3:49])[CH3:48])[C:9]1[CH:14]=[CH:13][C:12]([C:15]2[CH:20]=[CH:19][CH:18]=[CH:17][C:16]=2[C:21]2[N:22]=[N:23][N:24](C(C3C=CC=CC=3)(C3C=CC=CC=3)C3C=CC=CC=3)[N:25]=2)=[CH:11][C:10]=1[NH2:45])[C:2]1[CH:7]=[CH:6][CH:5]=[CH:4][CH:3]=1.[C:50]([OH:56])(C(F)(F)F)=O. (3) The reactants are: Cl.[NH2:2][OH:3].C(N(CC)CC)C.[CH3:11][O:12][C:13](=[O:23])[C:14]1[CH:19]=[C:18]([CH3:20])[CH:17]=[C:16]([CH:21]=O)[CH:15]=1. Given the product [CH3:11][O:12][C:13](=[O:23])[C:14]1[CH:19]=[C:18]([CH3:20])[CH:17]=[C:16]([CH2:21][NH:2][OH:3])[CH:15]=1, predict the reactants needed to synthesize it. (4) Given the product [O:9]1[C:8]2[CH:7]=[CH:6][C:5]([C:14]3[CH:15]=[C:16]4[C:21](=[CH:22][CH:23]=3)[CH2:20][C:19](=[O:24])[CH2:18][CH2:17]4)=[CH:4][C:3]=2[O:2][CH2:1]1, predict the reactants needed to synthesize it. The reactants are: [CH2:1]1[O:9][C:8]2[CH:7]=[CH:6][C:5](B(O)O)=[CH:4][C:3]=2[O:2]1.Br[C:14]1[CH:15]=[C:16]2[C:21](=[CH:22][CH:23]=1)[CH2:20][C:19](=[O:24])[CH2:18][CH2:17]2. (5) Given the product [Cl:1][C:2]1[C:3]([CH3:12])=[C:4]([CH:5]=[C:6]([CH3:8])[CH:7]=1)[NH2:9], predict the reactants needed to synthesize it. The reactants are: [Cl:1][C:2]1[CH:7]=[C:6]([CH3:8])[CH:5]=[C:4]([N+:9]([O-])=O)[C:3]=1[CH3:12].NC1C=CC(C#N)=C2C=1C=CC(C)(C)O2. (6) Given the product [F:30][C:27]1[CH:28]=[CH:29][C:24]([C:16]2[C:15]([C:13]3[CH:12]=[CH:11][N:10]=[C:9]([NH2:8])[CH:14]=3)=[C:19]3[CH2:20][CH2:21][CH2:22][CH2:23][N:18]3[N:17]=2)=[CH:25][CH:26]=1, predict the reactants needed to synthesize it. The reactants are: C([NH:8][C:9]1[CH:14]=[C:13]([C:15]2[C:16]([C:24]3[CH:29]=[CH:28][C:27]([F:30])=[CH:26][CH:25]=3)=[N:17][N:18]3[CH2:23][CH2:22][CH2:21][CH2:20][C:19]=23)[CH:12]=[CH:11][N:10]=1)C1C=CC=CC=1. (7) Given the product [NH2:1][C:2]1[C:11]2[CH:10]=[CH:9][CH:8]=[C:7]([C:26]3[C:27]([CH3:29])=[N:28][C:23]([O:22][CH3:21])=[CH:24][CH:25]=3)[C:6]=2[N:5]=[C:4]2[CH2:13][N:14]([CH:17]3[CH2:20][CH2:19][CH2:18]3)[C:15](=[O:16])[C:3]=12, predict the reactants needed to synthesize it. The reactants are: [NH2:1][C:2]1[C:11]2[CH:10]=[CH:9][CH:8]=[C:7](Br)[C:6]=2[N:5]=[C:4]2[CH2:13][N:14]([CH:17]3[CH2:20][CH2:19][CH2:18]3)[C:15](=[O:16])[C:3]=12.[CH3:21][O:22][C:23]1[N:28]=[C:27]([CH3:29])[C:26](B2OC(C)(C)C(C)(C)O2)=[CH:25][CH:24]=1. (8) Given the product [F:22][C:2]([F:1])([F:21])[C@:3]([C:14]1[CH:15]=[CH:16][C:17]([F:69])=[CH:18][CH:19]=1)([OH:20])[C:4]([NH:33][CH2:32][C:28]1[CH:29]=[N:30][CH:31]=[C:26]([C:25]([F:34])([F:24])[F:35])[CH:27]=1)=[O:6], predict the reactants needed to synthesize it. The reactants are: [F:1][C:2]([F:22])([F:21])[C@@:3]([OH:20])([C:14]1[CH:19]=[CH:18][CH:17]=[CH:16][CH:15]=1)[C:4]([O:6]C1C=CC(F)=CC=1)=O.[Cl-].[F:24][C:25]([F:35])([F:34])[C:26]1[CH:27]=[C:28]([CH2:32][NH3+:33])[CH:29]=[N:30][CH:31]=1.CN1CCOCC1.C1CN([P+](ON2N=NC3C=CC=CC2=3)(N2CCCC2)N2CCCC2)CC1.[F:69][P-](F)(F)(F)(F)F. (9) The reactants are: FC(F)(F)C(O[Si](C)(C)C)=O.[NH2:12][C:13]1[CH:14]=[CH:15][C:16]([CH2:20][C:21]([O:23][CH2:24][CH3:25])=[O:22])=[N:17][C:18]=1[CH3:19].[CH:26](OCC)(OCC)OCC.[N:36]([Si](C)(C)C)=[N+:37]=[N-:38]. Given the product [CH3:19][C:18]1[N:17]=[C:16]([CH2:20][C:21]([O:23][CH2:24][CH3:25])=[O:22])[CH:15]=[CH:14][C:13]=1[N:12]1[CH:26]=[N:36][N:37]=[N:38]1, predict the reactants needed to synthesize it.